Regression. Given a peptide amino acid sequence and an MHC pseudo amino acid sequence, predict their binding affinity value. This is MHC class I binding data. From a dataset of Peptide-MHC class I binding affinity with 185,985 pairs from IEDB/IMGT. (1) The peptide sequence is EVREFLGSY. The MHC is HLA-B58:01 with pseudo-sequence HLA-B58:01. The binding affinity (normalized) is 0.0847. (2) The peptide sequence is VFTSRIQVI. The MHC is HLA-A69:01 with pseudo-sequence HLA-A69:01. The binding affinity (normalized) is 0.0847. (3) The MHC is HLA-A02:16 with pseudo-sequence HLA-A02:16. The peptide sequence is KMFNSVGGA. The binding affinity (normalized) is 0.872.